The task is: Predict the product of the given reaction.. This data is from Forward reaction prediction with 1.9M reactions from USPTO patents (1976-2016). (1) The product is: [CH3:20][O:19][C:18]1[N:17]([CH3:21])[N:16]=[C:15]([C:22]([F:25])([F:23])[F:24])[C:14]=1[CH:11]1[CH2:12][CH2:13][NH:8][CH2:9][CH2:10]1. Given the reactants C(OC([N:8]1[CH2:13][CH2:12][CH:11]([C:14]2[C:15]([C:22]([F:25])([F:24])[F:23])=[N:16][N:17]([CH3:21])[C:18]=2[O:19][CH3:20])[CH2:10][CH2:9]1)=O)(C)(C)C.C(OC(N1CCC(C2C(OC)=NN(C)C=2C(F)(F)F)CC1)=O)(C)(C)C, predict the reaction product. (2) Given the reactants C[O:2][C:3]1[CH:12]=[CH:11][C:6]2[N:7]=[C:8]([NH2:10])[S:9][C:5]=2[CH:4]=1.Br(O)(=O)=O.C(=O)([O-])[O-].[Na+].[Na+], predict the reaction product. The product is: [NH2:10][C:8]1[S:9][C:5]2[CH:4]=[C:3]([OH:2])[CH:12]=[CH:11][C:6]=2[N:7]=1. (3) The product is: [C:1]1([C:18]2[CH:23]=[CH:22][CH:21]=[CH:20][CH:19]=2)[CH:2]=[CH:3][C:4]([S:7]([N:10]2[CH2:14][CH2:13][S:12][CH:11]2[C:15]([NH:31][C@H:30]([C:24]2[CH:29]=[CH:28][CH:27]=[CH:26][CH:25]=2)[C:32]2[CH:37]=[CH:36][CH:35]=[CH:34][N:33]=2)=[O:16])(=[O:9])=[O:8])=[CH:5][CH:6]=1. Given the reactants [C:1]1([C:18]2[CH:23]=[CH:22][CH:21]=[CH:20][CH:19]=2)[CH:6]=[CH:5][C:4]([S:7]([N:10]2[CH2:14][CH2:13][S:12][CH:11]2[C:15](O)=[O:16])(=[O:9])=[O:8])=[CH:3][CH:2]=1.[C:24]1([C@H:30]([C:32]2[CH:37]=[CH:36][CH:35]=[CH:34][N:33]=2)[NH2:31])[CH:29]=[CH:28][CH:27]=[CH:26][CH:25]=1, predict the reaction product. (4) Given the reactants Br[C:2]1[C:10]2[N:9]3[CH2:11][CH2:12][CH2:13][NH:14][C:15](=[O:16])[C:8]3=[CH:7][C:6]=2[CH:5]=[C:4]([C:17]#[N:18])[CH:3]=1.[N+:19]([C:22]1[CH:27]=[CH:26][C:25](B(O)O)=[CH:24][CH:23]=1)([O-:21])=[O:20], predict the reaction product. The product is: [N+:19]([C:22]1[CH:27]=[CH:26][C:25]([C:2]2[C:10]3[N:9]4[CH2:11][CH2:12][CH2:13][NH:14][C:15](=[O:16])[C:8]4=[CH:7][C:6]=3[CH:5]=[C:4]([C:17]#[N:18])[CH:3]=2)=[CH:24][CH:23]=1)([O-:21])=[O:20]. (5) Given the reactants [NH2:1][C:2]1[NH:6][N:5]=[CH:4][C:3]=1[C:7]([C:9]1[S:10][CH:11]=[CH:12][CH:13]=1)=[O:8].CN(C)[CH:16]=[CH:17][C:18]([C:20]1[CH:21]=[CH:22][C:23]([F:31])=[C:24]([N:26]([CH3:30])[C:27](=[O:29])[CH3:28])[CH:25]=1)=O, predict the reaction product. The product is: [F:31][C:23]1[CH:22]=[CH:21][C:20]([C:18]2[N:6]3[N:5]=[CH:4][C:3]([C:7]([C:9]4[S:10][CH:11]=[CH:12][CH:13]=4)=[O:8])=[C:2]3[N:1]=[CH:16][CH:17]=2)=[CH:25][C:24]=1[N:26]([CH3:30])[C:27](=[O:29])[CH3:28]. (6) Given the reactants [CH3:1][CH:2]1[N:7]=[C:6]([NH2:8])[C:5]([NH2:9])=[CH:4][N:3]1C.Cl.[Cl:12][CH2:13][C:14](=N)OCC.Cl[CH:20](Cl)C, predict the reaction product. The product is: [Cl:12][CH2:13][C:14]1[N:8]([CH3:20])[C:6]2[C:5]([N:9]=1)=[CH:4][N:3]=[C:2]([CH3:1])[N:7]=2.